From a dataset of Peptide-MHC class II binding affinity with 134,281 pairs from IEDB. Regression. Given a peptide amino acid sequence and an MHC pseudo amino acid sequence, predict their binding affinity value. This is MHC class II binding data. (1) The peptide sequence is AVSTAAVAAAPQTTP. The MHC is DRB1_1101 with pseudo-sequence DRB1_1101. The binding affinity (normalized) is 0.139. (2) The peptide sequence is CFHEFLSSKLNKFVS. The MHC is DRB3_0101 with pseudo-sequence DRB3_0101. The binding affinity (normalized) is 0.521. (3) The peptide sequence is LENDNQLLYNYPGAL. The MHC is DRB1_1001 with pseudo-sequence DRB1_1001. The binding affinity (normalized) is 0.314. (4) The peptide sequence is PLSVASMTSPLLTWD. The MHC is HLA-DQA10501-DQB10201 with pseudo-sequence HLA-DQA10501-DQB10201. The binding affinity (normalized) is 0.496.